From a dataset of Forward reaction prediction with 1.9M reactions from USPTO patents (1976-2016). Predict the product of the given reaction. (1) Given the reactants O1C[CH2:4][CH2:3][CH2:2]1.[CH3:6][O:7][C:8]1[CH:13]=[CH:12][CH:11]=[C:10]([NH2:14])[CH:9]=1.C(N(CC)CC)C.C(Br)C=C, predict the reaction product. The product is: [CH2:4]([NH:14][C:10]1[CH:11]=[CH:12][CH:13]=[C:8]([O:7][CH3:6])[CH:9]=1)[CH:3]=[CH2:2]. (2) Given the reactants Br[C:2]1[CH:7]=[CH:6][C:5]([C:8](=[C:16]2[CH2:23][CH2:22][CH2:21]CC[CH2:18][CH2:17]2)[C:9]2[CH:14]=[CH:13][C:12]([OH:15])=[CH:11][CH:10]=2)=[CH:4][CH:3]=1.[CH3:24][C:25]1[C:29](B(O)O)=[C:28]([CH3:33])[O:27][N:26]=1.[C:34]([O-])([O-])=O.[Na+].[Na+], predict the reaction product. The product is: [C:5]1(=[C:8]([C:16]2[CH:23]=[CH:22][C:21]([C:29]3[C:25]([CH3:24])=[N:26][O:27][C:28]=3[CH3:33])=[CH:18][CH:17]=2)[C:9]2[CH:10]=[CH:11][C:12]([OH:15])=[CH:13][CH:14]=2)[CH2:6][CH2:7][CH2:2][CH2:3][CH2:34][CH2:4]1. (3) The product is: [CH2:35]([O:37][C:38](=[O:48])/[C:39](/[C:25]1[CH:30]=[CH:29][C:28]([S:31][CH:32]([CH3:34])[CH3:33])=[CH:27][CH:26]=1)=[CH:40]/[CH:41]1[CH2:46][CH2:45][CH2:44][CH2:43][CH2:42]1)[CH3:36]. Given the reactants C([O-])(=O)C.[K+].CC1(C)C(C)(C)OB(B2OC(C)(C)C(C)(C)O2)O1.Br[C:25]1[CH:30]=[CH:29][C:28]([S:31][CH:32]([CH3:34])[CH3:33])=[CH:27][CH:26]=1.[CH2:35]([O:37][C:38](=[O:48])/[C:39](/Br)=[CH:40]/[CH:41]1[CH2:46][CH2:45][CH2:44][CH2:43][CH2:42]1)[CH3:36].C(=O)([O-])[O-].[Na+].[Na+], predict the reaction product. (4) Given the reactants Cl[C:2]1[C:11]([C:12]([OH:14])=[O:13])=[CH:10][C:9]2[C:4](=[CH:5][CH:6]=[C:7]([Cl:15])[CH:8]=2)[N:3]=1.O.O.Cl.Cl.[NH2:20][CH:21]([CH2:25][C:26]1[CH:31]=[CH:30][C:29]([NH:32][C:33]2[C:42]3[C:37](=[CH:38][CH:39]=[CH:40][CH:41]=3)[N:36]=[CH:35][CH:34]=2)=[CH:28][CH:27]=1)[C:22]([OH:24])=[O:23].C([O-])([O-])=O.[K+].[K+].Cl, predict the reaction product. The product is: [C:22]([CH:21]([NH:20][C:2]1[C:11]([C:12]([OH:14])=[O:13])=[CH:10][C:9]2[C:4](=[CH:5][CH:6]=[C:7]([Cl:15])[CH:8]=2)[N:3]=1)[CH2:25][C:26]1[CH:31]=[CH:30][C:29]([NH:32][C:33]2[C:42]3[C:37](=[CH:38][CH:39]=[CH:40][CH:41]=3)[N:36]=[CH:35][CH:34]=2)=[CH:28][CH:27]=1)([OH:24])=[O:23]. (5) Given the reactants [C:1]([O:5][C:6](=[O:31])[NH:7][CH2:8][C:9]1[N:10]([CH3:30])[C:11](=[O:29])[C:12]2[C:17]([C:18]=1[C:19]1[CH:24]=[CH:23][CH:22]=[C:21]([N+:25]([O-])=O)[CH:20]=1)=[CH:16][C:15]([Cl:28])=[CH:14][CH:13]=2)([CH3:4])([CH3:3])[CH3:2].C(=O)([O-])[O-].[K+].[K+].S(S([O-])=O)([O-])=O.[Na+].[Na+], predict the reaction product. The product is: [C:1]([O:5][C:6](=[O:31])[NH:7][CH2:8][C:9]1[N:10]([CH3:30])[C:11](=[O:29])[C:12]2[C:17]([C:18]=1[C:19]1[CH:24]=[CH:23][CH:22]=[C:21]([NH2:25])[CH:20]=1)=[CH:16][C:15]([Cl:28])=[CH:14][CH:13]=2)([CH3:4])([CH3:3])[CH3:2]. (6) Given the reactants [C:1](O)(=[O:3])[CH3:2].C(N(C(C)C)CC)(C)C.[Br-].BrC1SC=C(C)[N+]=1C.[NH2:23][C:24]1[S:25][C:26]([Br:34])=[C:27]([C:29]([O:31][CH2:32][CH3:33])=[O:30])[N:28]=1, predict the reaction product. The product is: [C:1]([NH:23][C:24]1[S:25][C:26]([Br:34])=[C:27]([C:29]([O:31][CH2:32][CH3:33])=[O:30])[N:28]=1)(=[O:3])[CH3:2]. (7) Given the reactants [C:1]1([CH3:15])[CH:6]=[CH:5][C:4]([S:7]([O:10][CH2:11][CH2:12][CH2:13][OH:14])(=[O:9])=[O:8])=[CH:3][CH:2]=1.O[C:17]1[CH:22]=[CH:21][C:20]([C:23]2[N:24]=[C:25]3[CH:30]=[CH:29][C:28]([O:31][CH3:32])=[CH:27][N:26]3[CH:33]=2)=[CH:19][CH:18]=1.C1(P(C2C=CC=CC=2)C2C=CC=CC=2)C=CC=CC=1.CC(OC(/N=N/C(OC(C)C)=O)=O)C, predict the reaction product. The product is: [CH3:32][O:31][C:28]1[CH:29]=[CH:30][C:25]2[N:26]([CH:33]=[C:23]([C:20]3[CH:19]=[CH:18][C:17]([O:14][CH2:13][CH2:12][CH2:11][O:10][S:7]([C:4]4[CH:3]=[CH:2][C:1]([CH3:15])=[CH:6][CH:5]=4)(=[O:8])=[O:9])=[CH:22][CH:21]=3)[N:24]=2)[CH:27]=1.